This data is from Full USPTO retrosynthesis dataset with 1.9M reactions from patents (1976-2016). The task is: Predict the reactants needed to synthesize the given product. (1) Given the product [CH2:1]([O:8][C@@H:9]1[CH2:31][CH:30]2[C@:25]([CH3:39])([CH2:26][CH2:27][C@H:28]([O:32][CH:33]3[CH2:38][CH2:37][CH2:36][CH2:35][O:34]3)[CH2:29]2)[C@@H:24]2[C@@H:10]1[C@H:11]1[C@:21]([CH3:40])([CH2:22][CH2:23]2)[C@@H:14]([C@H:15]([CH3:20])[CH2:16][CH2:17][CH:18]([OH:19])[CH:41]([CH3:43])[CH3:42])[CH2:13][CH2:12]1)[C:2]1[CH:3]=[CH:4][CH:5]=[CH:6][CH:7]=1, predict the reactants needed to synthesize it. The reactants are: [CH2:1]([O:8][C@@H:9]1[CH2:31][C@@H:30]2[C@:25]([CH3:39])([CH2:26][CH2:27][C@H:28]([O:32][CH:33]3[CH2:38][CH2:37][CH2:36][CH2:35][O:34]3)[CH2:29]2)[C@@H:24]2[C@@H:10]1[C@H:11]1[C@:21]([CH3:40])([CH2:22][CH2:23]2)[C@@H:14]([C@H:15]([CH3:20])[CH2:16][CH2:17][CH:18]=[O:19])[CH2:13][CH2:12]1)[C:2]1[CH:7]=[CH:6][CH:5]=[CH:4][CH:3]=1.[CH:41]([Mg]Cl)([CH3:43])[CH3:42]. (2) Given the product [CH3:6][C:4]([N:7]1[C:11]2[N:12]=[C:13]([OH:21])[CH:14]=[C:15]([C:16]([OH:18])=[O:17])[C:10]=2[C:9]([CH3:22])=[N:8]1)([CH3:3])[CH3:5], predict the reactants needed to synthesize it. The reactants are: [OH-].[Na+].[CH3:3][C:4]([N:7]1[C:11]2[NH:12][C:13](=[O:21])[CH:14]=[C:15]([C:16]([O:18]CC)=[O:17])[C:10]=2[C:9]([CH3:22])=[N:8]1)([CH3:6])[CH3:5].